The task is: Binary Classification. Given a miRNA mature sequence and a target amino acid sequence, predict their likelihood of interaction.. This data is from Experimentally validated miRNA-target interactions with 360,000+ pairs, plus equal number of negative samples. The miRNA is hsa-miR-3064-3p with sequence UUGCCACACUGCAACACCUUACA. The protein sequence of the target gene is MKTKNRPPRRRTPMQDTEATPGEQTPDRPQSGSGGSELTKGLRSRTARASGGRGEVSRRRQGSGGRRENSVQRRLESNERERQRMHKLNNAFQALREVIPHVRADKKLSKIETLTLAKNYIKSLTATILTMSSSRLPGLEAPGPAPGPKLYQHYHHQQQQQQQQQQVAGAMLGVTEDQPQGHLQRYSTQIHSFREGS. Result: 0 (no interaction).